Dataset: Forward reaction prediction with 1.9M reactions from USPTO patents (1976-2016). Task: Predict the product of the given reaction. (1) Given the reactants [NH2:1][C:2]1[C:11]([C:12]#[N:13])=[CH:10][C:5]([C:6](OC)=[O:7])=[C:4]([O:14][CH3:15])[CH:3]=1.[BH4-].[Li+].C(O)C.[Cl-].[NH4+], predict the reaction product. The product is: [NH2:1][C:2]1[CH:3]=[C:4]([O:14][CH3:15])[C:5]([CH2:6][OH:7])=[CH:10][C:11]=1[C:12]#[N:13]. (2) The product is: [CH3:17][CH:19]([CH2:22][CH2:23][CH2:24][CH2:25][CH2:26][CH2:27][CH2:28][CH2:29][CH2:30][CH2:31][CH2:32][CH3:1])[CH:20]=[O:21]. Given the reactants [CH2:1](C(CCCCCCCCC)C=O)CCC.[CH2:17]([CH:19]([CH2:22][CH2:23][CH2:24][CH2:25][CH2:26][CH2:27][CH2:28][CH2:29][CH2:30][CH2:31][CH3:32])[CH:20]=[O:21])C, predict the reaction product.